This data is from Catalyst prediction with 721,799 reactions and 888 catalyst types from USPTO. The task is: Predict which catalyst facilitates the given reaction. (1) Reactant: [Br:1][C:2]1[C:3]([F:21])=[CH:4][C:5]([N+:18]([O-:20])=[O:19])=[C:6]([O:8][C:9]2[C:14]([F:15])=[C:13]([CH3:16])[CH:12]=[CH:11][C:10]=2[Cl:17])[CH:7]=1.C1C(=O)N([Br:29])C(=O)C1. The catalyst class is: 340. Product: [Br:1][C:2]1[C:3]([F:21])=[CH:4][C:5]([N+:18]([O-:20])=[O:19])=[C:6]([O:8][C:9]2[C:14]([F:15])=[C:13]([CH2:16][Br:29])[CH:12]=[CH:11][C:10]=2[Cl:17])[CH:7]=1. (2) Product: [Br-:23].[Br:23][CH2:24][CH2:25][CH2:26][N+:1]12[CH2:6][CH2:5][C:4]([C:9]([OH:10])([C:17]3[CH:22]=[CH:21][CH:20]=[CH:19][CH:18]=3)[C:11]3[CH:12]=[CH:13][CH:14]=[CH:15][CH:16]=3)([CH2:3][CH2:2]1)[CH2:7][CH2:8]2. The catalyst class is: 23. Reactant: [N:1]12[CH2:8][CH2:7][C:4]([C:9]([C:17]3[CH:22]=[CH:21][CH:20]=[CH:19][CH:18]=3)([C:11]3[CH:16]=[CH:15][CH:14]=[CH:13][CH:12]=3)[OH:10])([CH2:5][CH2:6]1)[CH2:3][CH2:2]2.[Br:23][CH2:24][CH2:25][CH2:26]Br. (3) Reactant: [CH2:1]([N:3]1[CH:9]=[CH:8][C:7]2[CH:10]=[CH:11][C:12]([O:14][CH3:15])=[CH:13][C:6]=2[CH2:5][C:4]1=[O:16])[CH3:2]. Product: [CH2:1]([N:3]1[CH2:9][CH2:8][C:7]2[CH:10]=[CH:11][C:12]([O:14][CH3:15])=[CH:13][C:6]=2[CH2:5][C:4]1=[O:16])[CH3:2]. The catalyst class is: 285. (4) Reactant: [CH3:1][O:2][C:3]([C:5]1[C:10]([C:11]([O:13][CH3:14])=[O:12])=[CH:9][CH:8]=[C:7](Cl)[N:6]=1)=[O:4].[Br:16][C:17]1[CH:24]=[CH:23][C:22]([OH:25])=[CH:21][C:18]=1[CH:19]=[O:20].C(=O)([O-])[O-].[Cs+].[Cs+]. Product: [CH3:1][O:2][C:3]([C:5]1[C:10]([C:11]([O:13][CH3:14])=[O:12])=[CH:9][CH:8]=[C:7]([O:25][C:22]2[CH:23]=[CH:24][C:17]([Br:16])=[C:18]([CH:19]=[O:20])[CH:21]=2)[N:6]=1)=[O:4]. The catalyst class is: 3. (5) Reactant: CS[C:3]1[CH:8]=[CH:7][C:6]([N+:9]([O-:11])=[O:10])=[CH:5][N:4]=1.[S:12](=[O:16])(=O)(O)[OH:13].[O-][Mn](=O)(=O)=O.[K+].[CH3:23]C(C)=O. Product: [CH3:23][S:12]([C:3]1[CH:8]=[CH:7][C:6]([N+:9]([O-:11])=[O:10])=[CH:5][N:4]=1)(=[O:16])=[O:13]. The catalyst class is: 6. (6) Reactant: [CH2:1]([N+:3]1[C:11]2[C:6](=[CH:7][C:8]([S:12]([O-:15])(=[O:14])=[O:13])=[CH:9][CH:10]=2)[C:5]([CH3:24])([CH2:16][CH2:17][CH2:18][CH2:19][S:20]([OH:23])(=[O:22])=[O:21])[C:4]=1[CH3:25])[CH3:2].Cl. Product: [NH:3](/[CH:4]=[CH:5]/[CH:16]=[CH:25]/[C:4]1[C:5]([CH3:24])([CH2:16][CH2:17][CH2:18][CH2:19][S:20]([OH:23])(=[O:22])=[O:21])[C:6]2[C:11](=[CH:10][CH:9]=[C:8]([S:12]([O-:15])(=[O:13])=[O:14])[CH:7]=2)[N+:3]=1[CH2:1][CH3:2])[C:11]1[CH:6]=[CH:7][CH:8]=[CH:9][CH:10]=1. The catalyst class is: 15. (7) Reactant: [Cl:1][C:2]1[CH:3]=[C:4]([C:12]([O:14]C)=[O:13])[CH:5]=[C:6]([CH:11]=1)[C:7]([O:9][CH3:10])=[O:8].[OH-].[Na+]. Product: [Cl:1][C:2]1[CH:3]=[C:4]([CH:5]=[C:6]([C:7]([O:9][CH3:10])=[O:8])[CH:11]=1)[C:12]([OH:14])=[O:13]. The catalyst class is: 5. (8) Reactant: Cl.[CH2:2]([O:9][C:10]1[CH:16]=[CH:15][C:13]([NH2:14])=[CH:12][CH:11]=1)[C:3]1[CH:8]=[CH:7][CH:6]=[CH:5][CH:4]=1.O.CC1C=CC(S(O)(=O)=O)=CC=1.Cl[C:30]1[C:35]([CH2:36][C:37](O)=[O:38])=[CH:34][CH:33]=[CH:32][N:31]=1. Product: [CH2:2]([O:9][C:10]1[CH:11]=[CH:12][C:13]([N:14]2[C:30]3=[N:31][CH:32]=[CH:33][CH:34]=[C:35]3[CH2:36][C:37]2=[O:38])=[CH:15][CH:16]=1)[C:3]1[CH:4]=[CH:5][CH:6]=[CH:7][CH:8]=1. The catalyst class is: 709. (9) The catalyst class is: 1. Product: [Br:1][C:2]1[C:10]2[C:5](=[CH:6][C:7]([N+:13]([O-:15])=[O:14])=[C:8]([CH2:11][NH:35][C@@H:36]3[CH2:41][CH2:40][CH2:39][N:38]([C:42]([O:44][C:45]([CH3:48])([CH3:47])[CH3:46])=[O:43])[CH2:37]3)[CH:9]=2)[N:4]([C:16]([C:17]2[CH:22]=[CH:21][CH:20]=[CH:19][CH:18]=2)([C:23]2[CH:24]=[CH:25][CH:26]=[CH:27][CH:28]=2)[C:29]2[CH:34]=[CH:33][CH:32]=[CH:31][CH:30]=2)[N:3]=1. Reactant: [Br:1][C:2]1[C:10]2[C:5](=[CH:6][C:7]([N+:13]([O-:15])=[O:14])=[C:8]([CH2:11]Br)[CH:9]=2)[N:4]([C:16]([C:29]2[CH:34]=[CH:33][CH:32]=[CH:31][CH:30]=2)([C:23]2[CH:28]=[CH:27][CH:26]=[CH:25][CH:24]=2)[C:17]2[CH:22]=[CH:21][CH:20]=[CH:19][CH:18]=2)[N:3]=1.[NH2:35][C@@H:36]1[CH2:41][CH2:40][CH2:39][N:38]([C:42]([O:44][C:45]([CH3:48])([CH3:47])[CH3:46])=[O:43])[CH2:37]1.